From a dataset of Forward reaction prediction with 1.9M reactions from USPTO patents (1976-2016). Predict the product of the given reaction. (1) The product is: [Cl:1][C:2]1[C:9]([Cl:10])=[C:8]([N:14]2[CH2:15][CH2:16][C@H:17]([OH:18])[C@@H:13]2[CH3:12])[CH:7]=[CH:6][C:3]=1[C:4]#[N:5]. Given the reactants [Cl:1][C:2]1[C:9]([Cl:10])=[C:8](F)[CH:7]=[CH:6][C:3]=1[C:4]#[N:5].[CH3:12][C@H:13]1[C@@H:17]([OH:18])[CH2:16][CH2:15][NH:14]1, predict the reaction product. (2) The product is: [CH:9]1([NH:12][C:13]([C:15]2[CH:20]=[C:19]([C:21]3[C:22]([C:30]([NH:32][C:33]4[S:34][CH:35]=[CH:36][N:37]=4)=[O:31])=[CH:23][C:24]([C:27]([NH:1][C:2]4[C:3]([CH3:8])=[N:4][NH:5][C:6]=4[CH3:7])=[O:28])=[CH:25][CH:26]=3)[C:18]([CH3:38])=[C:17]([F:39])[CH:16]=2)=[O:14])[CH2:11][CH2:10]1. Given the reactants [NH2:1][C:2]1[C:3]([CH3:8])=[N:4][NH:5][C:6]=1[CH3:7].[CH:9]1([NH:12][C:13]([C:15]2[CH:16]=[C:17]([F:39])[C:18]([CH3:38])=[C:19]([C:21]3[CH:26]=[CH:25][C:24]([C:27](O)=[O:28])=[CH:23][C:22]=3[C:30]([NH:32][C:33]3[S:34][CH:35]=[CH:36][N:37]=3)=[O:31])[CH:20]=2)=[O:14])[CH2:11][CH2:10]1.Cl.CN(C)CCCN=C=NCC.CCOC(C)=O, predict the reaction product. (3) Given the reactants C([O:3][C:4](=[O:31])[C@:5]([F:30])([CH3:29])[C:6]([NH:8][C@@H:9]1[C:15](=[O:16])[N:14]([CH2:17][CH:18]2[CH2:20][CH2:19]2)[C:13]2[CH:21]=[CH:22][CH:23]=[CH:24][C:12]=2[C:11]2[CH:25]=[CH:26][CH:27]=[CH:28][C:10]1=2)=[O:7])C.O.[OH-].[Li+], predict the reaction product. The product is: [CH:18]1([CH2:17][N:14]2[C:15](=[O:16])[C@@H:9]([NH:8][C:6](=[O:7])[C@@:5]([F:30])([CH3:29])[C:4]([OH:31])=[O:3])[C:10]3[CH:28]=[CH:27][CH:26]=[CH:25][C:11]=3[C:12]3[CH:24]=[CH:23][CH:22]=[CH:21][C:13]2=3)[CH2:20][CH2:19]1.